This data is from Reaction yield outcomes from USPTO patents with 853,638 reactions. The task is: Predict the reaction yield, written as a fraction of the theoretical maximum amount of product (1.0 means a 100% yield; for example, 0.34 means a 34% yield). (1) The yield is 0.960. The catalyst is C1COCC1. The reactants are C(N)[CH2:2][C:3]1[CH:8]=CC=CC=1.C([N:12](CC)CC)C.Cl.[F:18][C:19]([F:53])([F:52])[C:20]1[CH:25]=[C:24]([C:26]2[CH:31]=[CH:30][C:29]([C:32]([F:35])([F:34])[F:33])=[CH:28][CH:27]=2)[N:23]=[C:22]([C:36]2[CH:41]=[CH:40][N:39]=[C:38]([C:42]3[CH:43]=[C:44]([S:48](Cl)(=[O:50])=[O:49])[CH:45]=[CH:46][CH:47]=3)[CH:37]=2)[N:21]=1. The product is [CH:3]1([NH:12][S:48]([C:44]2[CH:45]=[CH:46][CH:47]=[C:42]([C:38]3[CH:37]=[C:36]([C:22]4[N:21]=[C:20]([C:19]([F:53])([F:52])[F:18])[CH:25]=[C:24]([C:26]5[CH:31]=[CH:30][C:29]([C:32]([F:35])([F:34])[F:33])=[CH:28][CH:27]=5)[N:23]=4)[CH:41]=[CH:40][N:39]=3)[CH:43]=2)(=[O:50])=[O:49])[CH2:2][CH2:8]1. (2) No catalyst specified. The yield is 0.860. The reactants are C1COC2C=CC(NC3C(F)=CN=C(NC4C=CC=C(O)C=4)N=3)=CC=2O1.[NH2:27][C:28]1[CH:29]=[C:30]([CH:33]=[CH:34][CH:35]=1)[C:31]#[N:32].[Cl:36][C:37]1[N:42]=[C:41](Cl)[C:40]([F:44])=[CH:39][N:38]=1. The product is [Cl:36][C:37]1[N:42]=[C:41]([NH:27][C:28]2[CH:35]=[CH:34][CH:33]=[C:30]([C:31]#[N:32])[CH:29]=2)[C:40]([F:44])=[CH:39][N:38]=1. (3) The reactants are C([C:8]1[C:17](=[O:18])[C:16]2[C:11](=[CH:12][C:13]([Cl:19])=[CH:14][CH:15]=2)[O:10][C:9]=1[CH:20]([NH:24][CH2:25][CH2:26][NH:27][C:28](=O)[C:29]1[CH:34]=[CH:33][C:32]([CH3:35])=[CH:31][CH:30]=1)[CH:21]([CH3:23])[CH3:22])C1C=CC=CC=1.P(Cl)(Cl)(Cl)=O.[C:42]1([CH3:48])[CH:47]=[CH:46][CH:45]=[CH:44][CH:43]=1. No catalyst specified. The product is [CH2:48]([C:8]1[C:17](=[O:18])[C:16]2[C:11](=[CH:12][C:13]([Cl:19])=[CH:14][CH:15]=2)[O:10][C:9]=1[CH:20]([N:24]1[CH2:25][CH2:26][N:27]=[C:28]1[C:29]1[CH:34]=[CH:33][C:32]([CH3:35])=[CH:31][CH:30]=1)[CH:21]([CH3:23])[CH3:22])[C:42]1[CH:47]=[CH:46][CH:45]=[CH:44][CH:43]=1. The yield is 0.500.